The task is: Regression/Classification. Given a drug SMILES string, predict its absorption, distribution, metabolism, or excretion properties. Task type varies by dataset: regression for continuous measurements (e.g., permeability, clearance, half-life) or binary classification for categorical outcomes (e.g., BBB penetration, CYP inhibition). For this dataset (solubility_aqsoldb), we predict Y.. This data is from Aqueous solubility values for 9,982 compounds from the AqSolDB database. The molecule is CN(C)[C@@H]1C(=O)/C(=C(\N)O)C(=O)[C@@]2(O)C(=O)C3=C(O)c4c(O)ccc(Cl)c4[C@@H](O)[C@H]3C[C@@H]12.[Cl-].[H+]. The Y is -1.05 log mol/L.